Dataset: Forward reaction prediction with 1.9M reactions from USPTO patents (1976-2016). Task: Predict the product of the given reaction. (1) Given the reactants Br[C:2]1[C:10]2[O:9][C:8]([C:11]3[CH:16]=[CH:15][C:14]([O:17]C)=[CH:13][CH:12]=3)=[N:7][C:6]=2[CH:5]=[C:4]([O:19]C)[CH:3]=1.[Cu][C:22]#[N:23].C(N(CC(O)=O)CC(O)=O)CN(CC(O)=O)CC(O)=O, predict the reaction product. The product is: [OH:19][C:4]1[CH:3]=[C:2]([C:22]#[N:23])[C:10]2[O:9][C:8]([C:11]3[CH:12]=[CH:13][C:14]([OH:17])=[CH:15][CH:16]=3)=[N:7][C:6]=2[CH:5]=1. (2) The product is: [CH2:60]([C:59]1[N:58]([C:64]2[CH:65]=[CH:66][C:67]([CH:70]([CH3:72])[CH3:71])=[CH:68][CH:69]=2)[N:57]=[C:56]([C:73]([O:75][CH2:76][CH3:77])=[O:74])[C:55]=1[C:52]1[CH:53]=[CH:54][C:49]([C:47]([OH:48])=[O:46])=[CH:50][C:51]=1[C:78]([N:80]1[CH2:89][CH2:88][C:87]2[C:82](=[CH:83][CH:84]=[CH:85][CH:86]=2)[CH2:81]1)=[O:79])[CH2:61][CH2:62][CH3:63]. Given the reactants C(C1N(C2C=CC=CC=2)N=C(C(OCC)=O)C=1C1C=CC(C(O)=O)=CC=1C(N1CCC2C(=CC=CC=2)C1)=O)CCC.C([O:46][C:47]([C:49]1[CH:54]=[CH:53][C:52]([C:55]2[C:56]([C:73]([O:75][CH2:76][CH3:77])=[O:74])=[N:57][N:58]([C:64]3[CH:69]=[CH:68][C:67]([CH:70]([CH3:72])[CH3:71])=[CH:66][CH:65]=3)[C:59]=2[CH2:60][CH2:61][CH2:62][CH3:63])=[C:51]([C:78]([N:80]2[CH2:89][CH2:88][C:87]3[C:82](=[CH:83][CH:84]=[CH:85][CH:86]=3)[CH2:81]2)=[O:79])[CH:50]=1)=[O:48])(C)(C)C, predict the reaction product. (3) Given the reactants [CH2:1]([O:8][C:9]([NH:11][C@@H:12]([CH2:38][CH2:39]SC)[C:13]([NH:15][C@H:16]1[CH2:21][CH2:20][C@@H:19]([NH:22][C:23](=[O:29])[O:24][C:25]([CH3:28])([CH3:27])[CH3:26])[CH2:18][C@H:17]1[CH2:30][S:31]([C:34]([CH3:37])([CH3:36])[CH3:35])(=[O:33])=[O:32])=[O:14])=[O:10])[C:2]1[CH:7]=[CH:6][CH:5]=[CH:4][CH:3]=1.C([O-])([O-])=O.[Cs+].[Cs+], predict the reaction product. The product is: [CH2:1]([O:8][C:9]([NH:11][C@H:12]1[CH2:38][CH2:39][N:15]([C@H:16]2[CH2:21][CH2:20][C@@H:19]([NH:22][C:23](=[O:29])[O:24][C:25]([CH3:27])([CH3:26])[CH3:28])[CH2:18][C@H:17]2[CH2:30][S:31]([C:34]([CH3:37])([CH3:36])[CH3:35])(=[O:32])=[O:33])[C:13]1=[O:14])=[O:10])[C:2]1[CH:3]=[CH:4][CH:5]=[CH:6][CH:7]=1. (4) The product is: [Br:30][C:31]1[CH:40]=[CH:39][C:34]([C:35]([NH:37][NH:38][C:20]([NH:1][CH2:2][C@@H:3]2[CH2:7][CH2:6][N:5]([C:8]([O:10][C:11]([CH3:14])([CH3:13])[CH3:12])=[O:9])[CH2:4]2)=[O:21])=[O:36])=[CH:33][CH:32]=1. Given the reactants [NH2:1][CH2:2][C@@H:3]1[CH2:7][CH2:6][N:5]([C:8]([O:10][C:11]([CH3:14])([CH3:13])[CH3:12])=[O:9])[CH2:4]1.C1N=CN([C:20](N2C=NC=C2)=[O:21])C=1.C(Cl)Cl.[Br:30][C:31]1[CH:40]=[CH:39][C:34]([C:35]([NH:37][NH2:38])=[O:36])=[CH:33][CH:32]=1, predict the reaction product. (5) Given the reactants [OH:1][C:2]1[C:7]([CH2:8][CH:9]([CH3:11])[CH3:10])=[C:6]([O:12][CH3:13])[C:5]([O:14][CH3:15])=[C:4]([O:16][CH3:17])[C:3]=1[C:18](=[O:20])[CH3:19].[C:21]([O-:24])(=O)[CH3:22].[Na+].[C:26](OC(=O)C)(=O)[CH3:27], predict the reaction product. The product is: [C:21]([C:19]1[C:18](=[O:20])[C:3]2[C:2](=[C:7]([CH2:8][CH:9]([CH3:11])[CH3:10])[C:6]([O:12][CH3:13])=[C:5]([O:14][CH3:15])[C:4]=2[O:16][CH3:17])[O:1][C:26]=1[CH3:27])(=[O:24])[CH3:22].